Dataset: NCI-60 drug combinations with 297,098 pairs across 59 cell lines. Task: Regression. Given two drug SMILES strings and cell line genomic features, predict the synergy score measuring deviation from expected non-interaction effect. (1) Drug 1: CC(C)(C#N)C1=CC(=CC(=C1)CN2C=NC=N2)C(C)(C)C#N. Drug 2: CC12CCC3C(C1CCC2OP(=O)(O)O)CCC4=C3C=CC(=C4)OC(=O)N(CCCl)CCCl.[Na+]. Cell line: NCI-H522. Synergy scores: CSS=12.5, Synergy_ZIP=0.683, Synergy_Bliss=2.58, Synergy_Loewe=1.56, Synergy_HSA=1.82. (2) Drug 1: C(CCl)NC(=O)N(CCCl)N=O. Drug 2: C(CN)CNCCSP(=O)(O)O. Cell line: K-562. Synergy scores: CSS=7.96, Synergy_ZIP=4.49, Synergy_Bliss=15.8, Synergy_Loewe=-10.1, Synergy_HSA=-1.87. (3) Drug 1: C1CCC(CC1)NC(=O)N(CCCl)N=O. Drug 2: CC(C)NC(=O)C1=CC=C(C=C1)CNNC.Cl. Cell line: SNB-75. Synergy scores: CSS=20.2, Synergy_ZIP=-4.76, Synergy_Bliss=4.13, Synergy_Loewe=-3.66, Synergy_HSA=2.77. (4) Drug 1: C1=NC2=C(N=C(N=C2N1C3C(C(C(O3)CO)O)O)F)N. Drug 2: CCC1=C2CN3C(=CC4=C(C3=O)COC(=O)C4(CC)O)C2=NC5=C1C=C(C=C5)O. Cell line: UACC-257. Synergy scores: CSS=1.54, Synergy_ZIP=-2.47, Synergy_Bliss=-1.37, Synergy_Loewe=-8.80, Synergy_HSA=-3.46. (5) Drug 1: CN(CC1=CN=C2C(=N1)C(=NC(=N2)N)N)C3=CC=C(C=C3)C(=O)NC(CCC(=O)O)C(=O)O. Drug 2: C1C(C(OC1N2C=NC3=C2NC=NCC3O)CO)O. Cell line: BT-549. Synergy scores: CSS=28.5, Synergy_ZIP=-2.14, Synergy_Bliss=0.744, Synergy_Loewe=-42.8, Synergy_HSA=-1.24.